Predict the product of the given reaction. From a dataset of Forward reaction prediction with 1.9M reactions from USPTO patents (1976-2016). (1) The product is: [ClH:47].[NH:2]1[C:3]2[C:4](=[CH:11][CH:10]=[CH:9][CH:8]=2)[C:5]([CH2:42][O:41][NH2:45])=[CH:6]1. Given the reactants O[N:2]1[C:6](=O)[C:5]2=[CH:8][CH:9]=[CH:10][CH:11]=[C:4]2[C:3]1=O.C1(P(C2C=CC=CC=2)C2C=CC=CC=2)C=CC=CC=1.N(C([O:41][CH2:42]C)=O)=NC(OCC)=O.O.[NH2:45]N.[Cl:47]CCl, predict the reaction product. (2) Given the reactants [I-:1].[Na+].[F:3][C:4]1[CH:5]=[C:6]([CH2:25][CH2:26][C:27]([O:29][CH2:30][CH3:31])=[O:28])[CH:7]=[C:8]([C@H:11]([OH:24])[CH2:12]OS(C2C=CC(C)=CC=2)(=O)=O)[C:9]=1[F:10], predict the reaction product. The product is: [F:3][C:4]1[CH:5]=[C:6]([CH2:25][CH2:26][C:27]([O:29][CH2:30][CH3:31])=[O:28])[CH:7]=[C:8]([C@H:11]([OH:24])[CH2:12][I:1])[C:9]=1[F:10]. (3) Given the reactants [O:1]1[CH2:5][CH2:4][CH2:3][C@@H:2]1[CH2:6][NH:7][C:8]#[N:9].C(=O)([O-])[O-].[Cs+].[Cs+].[CH3:16][C:17]1([CH3:20])[CH2:19][O:18]1.O, predict the reaction product. The product is: [CH3:16][C:17]1([CH3:20])[O:18][C:8](=[NH:9])[N:7]([CH2:6][C@H:2]2[CH2:3][CH2:4][CH2:5][O:1]2)[CH2:19]1. (4) Given the reactants [C:1]([O:5][C:6](=[O:26])[N:7]([CH2:16][C:17]1[CH:22]=[CH:21][C:20]([CH2:23][CH2:24][OH:25])=[CH:19][CH:18]=1)[CH2:8][CH2:9][C:10]1[CH:15]=[CH:14][CH:13]=[CH:12][CH:11]=1)([CH3:4])([CH3:3])[CH3:2].CC(OI1(OC(C)=O)(OC(C)=O)OC(=O)C2C=CC=CC1=2)=O.S([O-])([O-])(=O)=S.[Na+].[Na+].C(=O)(O)[O-].[Na+], predict the reaction product. The product is: [C:1]([O:5][C:6](=[O:26])[N:7]([CH2:16][C:17]1[CH:22]=[CH:21][C:20]([CH2:23][CH:24]=[O:25])=[CH:19][CH:18]=1)[CH2:8][CH2:9][C:10]1[CH:15]=[CH:14][CH:13]=[CH:12][CH:11]=1)([CH3:2])([CH3:4])[CH3:3]. (5) Given the reactants [CH:1]1([NH:4][C:5]([NH:7][C:8]2[CH:13]=[CH:12][C:11]([O:14][C:15]3[CH:20]=[CH:19][N:18]=[C:17]4[CH:21]=[C:22]([C:24]5[CH:29]=[CH:28][C:27]([CH2:30][NH:31][CH2:32][CH2:33][O:34][CH3:35])=[CH:26][CH:25]=5)[S:23][C:16]=34)=[C:10]([F:36])[CH:9]=2)=[O:6])[CH2:3][CH2:2]1.[CH3:37][C:38](OC(C)=O)=[O:39], predict the reaction product. The product is: [CH:1]1([NH:4][C:5](=[O:6])[NH:7][C:8]2[CH:13]=[CH:12][C:11]([O:14][C:15]3[CH:20]=[CH:19][N:18]=[C:17]4[CH:21]=[C:22]([C:24]5[CH:29]=[CH:28][C:27]([CH2:30][N:31]([CH2:32][CH2:33][O:34][CH3:35])[C:38](=[O:39])[CH3:37])=[CH:26][CH:25]=5)[S:23][C:16]=34)=[C:10]([F:36])[CH:9]=2)[CH2:3][CH2:2]1. (6) The product is: [CH:1]([O:4][C:5]1[CH:12]=[CH:11][CH:10]=[CH:9][C:6]=1[CH2:7][NH:26][C:25]1[CH:24]=[CH:23][CH:22]=[CH:21][C:20]=1[O:19][C:16]1[CH:15]=[CH:14][CH:13]=[CH:18][CH:17]=1)([CH3:3])[CH3:2]. Given the reactants [CH:1]([O:4][C:5]1[CH:12]=[CH:11][CH:10]=[CH:9][C:6]=1[CH:7]=O)([CH3:3])[CH3:2].[CH:13]1[CH:18]=[CH:17][C:16]([O:19][C:20]2[C:25]([NH2:26])=[CH:24][CH:23]=[CH:22][CH:21]=2)=[CH:15][CH:14]=1.[BH4-].[Na+].C(O)(=O)C, predict the reaction product. (7) Given the reactants Br[C:2]1[N:3]([C:18]2[CH:23]=[CH:22][C:21]([Cl:24])=[CH:20][CH:19]=2)[C:4]([C:8]2[C:9]([F:17])=[C:10]([CH:13]=[CH:14][C:15]=2[F:16])[C:11]#[N:12])=[C:5]([Cl:7])[N:6]=1.[CH3:25]B1OB(C)OB(C)O1.C(=O)([O-])[O-].[Cs+].[Cs+], predict the reaction product. The product is: [Cl:7][C:5]1[N:6]=[C:2]([CH3:25])[N:3]([C:18]2[CH:23]=[CH:22][C:21]([Cl:24])=[CH:20][CH:19]=2)[C:4]=1[C:8]1[C:9]([F:17])=[C:10]([CH:13]=[CH:14][C:15]=1[F:16])[C:11]#[N:12]. (8) Given the reactants CN(C(ON1N=NC2C=CC=NC1=2)=[N+](C)C)C.F[P-](F)(F)(F)(F)F.C(N(CC)C(C)C)(C)C.[CH2:34]([O:41][C:42]([NH:44][CH2:45][CH2:46][CH2:47][C@@H:48]([C:57]([OH:59])=O)[NH:49][C:50]([O:52][C:53]([CH3:56])([CH3:55])[CH3:54])=[O:51])=[O:43])[C:35]1[CH:40]=[CH:39][CH:38]=[CH:37][CH:36]=1.[CH2:60]([O:67][C:68](=[O:91])[NH:69][CH2:70][CH2:71][CH2:72][C@H:73]([NH2:90])[C:74]([NH:76][CH2:77][CH2:78][NH:79][C:80]([O:82][CH2:83][C:84]1[CH:89]=[CH:88][CH:87]=[CH:86][CH:85]=1)=[O:81])=[O:75])[C:61]1[CH:66]=[CH:65][CH:64]=[CH:63][CH:62]=1, predict the reaction product. The product is: [CH2:34]([O:41][C:42]([NH:44][CH2:45][CH2:46][CH2:47][C@@H:48]([C:57]([NH:90][C@H:73]([C:74]([NH:76][CH2:77][CH2:78][NH:79][C:80]([O:82][CH2:83][C:84]1[CH:85]=[CH:86][CH:87]=[CH:88][CH:89]=1)=[O:81])=[O:75])[CH2:72][CH2:71][CH2:70][NH:69][C:68]([O:67][CH2:60][C:61]1[CH:66]=[CH:65][CH:64]=[CH:63][CH:62]=1)=[O:91])=[O:59])[NH:49][C:50]([O:52][C:53]([CH3:54])([CH3:55])[CH3:56])=[O:51])=[O:43])[C:35]1[CH:36]=[CH:37][CH:38]=[CH:39][CH:40]=1. (9) Given the reactants [C:9](O[C:9]([O:11][C:12]([CH3:15])([CH3:14])[CH3:13])=[O:10])([O:11][C:12]([CH3:15])([CH3:14])[CH3:13])=[O:10].C(N(C(C)C)CC)(C)C.[OH:25][C@@H:26]1[C@H:30]2[N:31]([C:36]([O:38][CH2:39][C:40]3[CH:45]=[CH:44][CH:43]=[CH:42][CH:41]=3)=[O:37])[CH2:32][C@H:33]([NH:34][CH3:35])[C@H:29]2[O:28][CH2:27]1, predict the reaction product. The product is: [C:12]([O:11][C:9]([N:34]([CH3:35])[C@H:33]1[CH2:32][N:31]([C:36]([O:38][CH2:39][C:40]2[CH:45]=[CH:44][CH:43]=[CH:42][CH:41]=2)=[O:37])[C@@H:30]2[C@@H:26]([OH:25])[CH2:27][O:28][C@H:29]12)=[O:10])([CH3:13])([CH3:14])[CH3:15].